From a dataset of Catalyst prediction with 721,799 reactions and 888 catalyst types from USPTO. Predict which catalyst facilitates the given reaction. (1) Reactant: N[C:2]1[CH:6]=[C:5]([C:7]2[CH:19]=[CH:18][C:10]([O:11][CH2:12][CH2:13][NH:14][C:15]([NH2:17])=[O:16])=[CH:9][CH:8]=2)[N:4]([C:20]2[CH:25]=[CH:24][C:23]([O:26][CH3:27])=[CH:22][CH:21]=2)[N:3]=1.[Cl-:28].[Li+].N(OCCC(C)C)=O. Product: [Cl:28][C:2]1[CH:6]=[C:5]([C:7]2[CH:19]=[CH:18][C:10]([O:11][CH2:12][CH2:13][NH:14][C:15]([NH2:17])=[O:16])=[CH:9][CH:8]=2)[N:4]([C:20]2[CH:25]=[CH:24][C:23]([O:26][CH3:27])=[CH:22][CH:21]=2)[N:3]=1. The catalyst class is: 879. (2) Reactant: [CH3:1][C:2]1[C:7]([C:8]([OH:10])=O)=[C:6]([SH:11])[CH:5]=[CH:4][CH:3]=1.[C:12]([C:14]1[CH:19]=[CH:18][CH:17]=[CH:16][N:15]=1)#[N:13]. Product: [CH3:1][C:2]1[C:7]2[C:8](=[O:10])[N:13]=[C:12]([C:14]3[CH:19]=[CH:18][CH:17]=[CH:16][N:15]=3)[S:11][C:6]=2[CH:5]=[CH:4][CH:3]=1. The catalyst class is: 17. (3) Reactant: [C:1]([O:5][C:6](=[O:22])[CH2:7][N:8]=[C:9]([C:16]1[CH:21]=[CH:20][CH:19]=[CH:18][CH:17]=1)[C:10]1[CH:15]=[CH:14][CH:13]=[CH:12][CH:11]=1)([CH3:4])([CH3:3])[CH3:2].C([N-]C(C)C)(C)C.[Li+].[CH:31]1([CH2:38]I)[CH2:37][CH2:36][CH2:35][CH2:34][CH2:33][CH2:32]1. Product: [C:1]([O:5][C:6](=[O:22])[CH:7]([N:8]=[C:9]([C:10]1[CH:11]=[CH:12][CH:13]=[CH:14][CH:15]=1)[C:16]1[CH:17]=[CH:18][CH:19]=[CH:20][CH:21]=1)[CH2:38][CH:31]1[CH2:37][CH2:36][CH2:35][CH2:34][CH2:33][CH2:32]1)([CH3:4])([CH3:2])[CH3:3]. The catalyst class is: 7. (4) The catalyst class is: 13. Reactant: [H-].[Al+3].[Li+].[H-].[H-].[H-].O1CCCC1.[O:12]1[CH2:17][CH2:16][O:15][C:14]2[CH:18]=[C:19]([NH:22][C:23]3[N:32]=[CH:31][CH:30]=[CH:29][C:24]=3[C:25](OC)=[O:26])[CH:20]=[CH:21][C:13]1=2.[OH-].[Na+]. Product: [O:12]1[CH2:17][CH2:16][O:15][C:14]2[CH:18]=[C:19]([NH:22][C:23]3[C:24]([CH2:25][OH:26])=[CH:29][CH:30]=[CH:31][N:32]=3)[CH:20]=[CH:21][C:13]1=2. (5) Reactant: [NH2:1][CH2:2][CH2:3][CH2:4][CH2:5][CH2:6][CH2:7][CH2:8][CH2:9][CH2:10][N:11]1[CH2:16][CH2:15][CH:14]([N:17]([C:21]2[CH:26]=[CH:25][C:24]([F:27])=[CH:23][C:22]=2[C:28]2[CH:33]=[CH:32][C:31]([O:34][CH2:35][C:36]3[CH:41]=[CH:40][CH:39]=[CH:38][CH:37]=3)=[C:30]([Cl:42])[CH:29]=2)[C:18](=[O:20])[O-:19])[CH2:13][CH2:12]1.[CH2:43]([O:50][C:51]1[CH:56]=[CH:55][C:54]([C@@H:57]([O:60][Si:61]([C:64]([CH3:67])([CH3:66])[CH3:65])([CH3:63])[CH3:62])[CH2:58]Br)=[CH:53][C:52]=1[NH:68][S:69]([CH3:72])(=[O:71])=[O:70])[C:44]1[CH:49]=[CH:48][CH:47]=[CH:46][CH:45]=1.C(=O)([O-])O.[Na+].C(#N)C. Product: [NH3:1].[CH2:43]([O:50][C:51]1[CH:56]=[CH:55][C:54]([C@@H:57]([O:60][Si:61]([C:64]([CH3:65])([CH3:67])[CH3:66])([CH3:63])[CH3:62])[CH2:58][NH:1][CH2:2][CH2:3][CH2:4][CH2:5][CH2:6][CH2:7][CH2:8][CH2:9][CH2:10][N:11]2[CH2:12][CH2:13][CH:14]([N:17]([C:21]3[CH:26]=[CH:25][C:24]([F:27])=[CH:23][C:22]=3[C:28]3[CH:33]=[CH:32][C:31]([O:34][CH2:35][C:36]4[CH:41]=[CH:40][CH:39]=[CH:38][CH:37]=4)=[C:30]([Cl:42])[CH:29]=3)[C:18](=[O:19])[O-:20])[CH2:15][CH2:16]2)=[CH:53][C:52]=1[NH:68][S:69]([CH3:72])(=[O:70])=[O:71])[C:44]1[CH:49]=[CH:48][CH:47]=[CH:46][CH:45]=1. The catalyst class is: 13. (6) Reactant: [CH3:1][N:2]([CH3:12])[C:3]1[CH:8]=[CH:7][C:6](B(O)O)=[CH:5][CH:4]=1.[OH-].[Na+].Cl.[N:16]12[CH2:23][CH2:22][CH:19]([CH2:20][CH2:21]1)[C@@H:18]([NH:24][C:25]([C:27]1[O:28][C:29]3[CH:35]=[CH:34][C:33](Br)=[CH:32][C:30]=3[CH:31]=1)=[O:26])[CH2:17]2. Product: [N:16]12[CH2:21][CH2:20][CH:19]([CH2:22][CH2:23]1)[C@@H:18]([NH:24][C:25]([C:27]1[O:28][C:29]3[CH:35]=[CH:34][C:33]([C:6]4[CH:7]=[CH:8][C:3]([N:2]([CH3:12])[CH3:1])=[CH:4][CH:5]=4)=[CH:32][C:30]=3[CH:31]=1)=[O:26])[CH2:17]2. The catalyst class is: 151. (7) Reactant: [N:1]1([C@H:7]2[CH2:10][C@H:9]([O:11][C:12]3[CH:17]=[CH:16][C:15]([C:18]4[S:19][C:20]5[CH2:21][NH:22][CH2:23][CH2:24][C:25]=5[N:26]=4)=[CH:14][CH:13]=3)[CH2:8]2)[CH2:6][CH2:5][CH2:4][CH2:3][CH2:2]1.Cl.CN(C)CCCN=C=NCC.ON1C2C=CC=CC=2N=N1.[C:49]([O:53][C:54]([NH:56][CH2:57][C:58](O)=[O:59])=[O:55])([CH3:52])([CH3:51])[CH3:50]. Product: [O:59]=[C:58]([N:22]1[CH2:23][CH2:24][C:25]2[N:26]=[C:18]([C:15]3[CH:14]=[CH:13][C:12]([O:11][C@H:9]4[CH2:8][C@H:7]([N:1]5[CH2:6][CH2:5][CH2:4][CH2:3][CH2:2]5)[CH2:10]4)=[CH:17][CH:16]=3)[S:19][C:20]=2[CH2:21]1)[CH2:57][NH:56][C:54](=[O:55])[O:53][C:49]([CH3:51])([CH3:50])[CH3:52]. The catalyst class is: 154.